From a dataset of Catalyst prediction with 721,799 reactions and 888 catalyst types from USPTO. Predict which catalyst facilitates the given reaction. Reactant: [F:1][CH:2]([F:17])[C:3]1[CH:12]=[C:11]([O:13]COC)[CH:10]=[CH:9][C:4]=1[C:5]([O:7][CH3:8])=[O:6].Cl.C(O)C. Product: [F:1][CH:2]([F:17])[C:3]1[CH:12]=[C:11]([OH:13])[CH:10]=[CH:9][C:4]=1[C:5]([O:7][CH3:8])=[O:6]. The catalyst class is: 6.